This data is from Reaction yield outcomes from USPTO patents with 853,638 reactions. The task is: Predict the reaction yield, written as a fraction of the theoretical maximum amount of product (1.0 means a 100% yield; for example, 0.34 means a 34% yield). (1) The reactants are [NH2:1][C@@:2]([C@@H:6]1[CH2:15][CH2:14][C:13]2[C:8](=[CH:9][CH:10]=[C:11]([O:16][C@H:17]3[CH2:22][CH2:21][C@H:20]([C:23]([CH3:26])([CH3:25])[CH3:24])[CH2:19][CH2:18]3)[CH:12]=2)[CH2:7]1)([CH3:5])[CH2:3][OH:4].C(Cl)(Cl)Cl.C(=O)(O)[O-].[Na+].[C:36]([O:40][C:41](O[C:41]([O:40][C:36]([CH3:39])([CH3:38])[CH3:37])=[O:42])=[O:42])([CH3:39])([CH3:38])[CH3:37]. No catalyst specified. The product is [C:23]([C@H:20]1[CH2:19][CH2:18][C@H:17]([O:16][C:11]2[CH:12]=[C:13]3[C:8](=[CH:9][CH:10]=2)[CH2:7][C@H:6]([C@:2]([NH:1][C:41](=[O:42])[O:40][C:36]([CH3:39])([CH3:38])[CH3:37])([CH3:5])[CH2:3][OH:4])[CH2:15][CH2:14]3)[CH2:22][CH2:21]1)([CH3:26])([CH3:25])[CH3:24]. The yield is 1.00. (2) The reactants are [CH3:1][O:2][C:3]1[CH:4]=[C:5]2[C:10](=[CH:11][C:12]=1[CH2:13][NH:14][CH:15]1[CH2:20][CH2:19][CH2:18][NH:17][CH:16]1[C:21]1[CH:26]=[CH:25][CH:24]=[CH:23][CH:22]=1)[N:9]([CH3:27])[C:8](=[O:28])[CH2:7][CH2:6]2.[F:29][C:30]([F:41])([F:40])[C:31](O[C:31](=[O:32])[C:30]([F:41])([F:40])[F:29])=[O:32]. The catalyst is C(Cl)Cl. The product is [CH3:1][O:2][C:3]1[CH:4]=[C:5]2[C:10](=[CH:11][C:12]=1[CH2:13][NH:14][C@H:15]1[CH2:20][CH2:19][CH2:18][N:17]([C:31](=[O:32])[C:30]([F:41])([F:40])[F:29])[C@H:16]1[C:21]1[CH:26]=[CH:25][CH:24]=[CH:23][CH:22]=1)[N:9]([CH3:27])[C:8](=[O:28])[CH2:7][CH2:6]2. The yield is 0.890. (3) The reactants are [CH3:1][O:2][C:3]1[CH:24]=[CH:23][C:6]([CH2:7][N:8]2[C:13]3[S:14][C:15]([CH:17]=O)=[CH:16][C:12]=3[C:11]3=[CH:19][CH:20]=[N:21][N:10]3[C:9]2=[O:22])=[CH:5][CH:4]=1.[NH:25]1[CH2:30][CH2:29][O:28][CH2:27][CH2:26]1.C([BH3-])#N.[Na+].C(=O)(O)[O-].[Na+]. The catalyst is C(Cl)Cl.C(O)(=O)C. The product is [CH3:1][O:2][C:3]1[CH:4]=[CH:5][C:6]([CH2:7][N:8]2[C:13]3[S:14][C:15]([CH2:17][N:25]4[CH2:30][CH2:29][O:28][CH2:27][CH2:26]4)=[CH:16][C:12]=3[C:11]3=[CH:19][CH:20]=[N:21][N:10]3[C:9]2=[O:22])=[CH:23][CH:24]=1. The yield is 0.450. (4) The reactants are [S:1]1[CH:5]=[CH:4][C:3]([CH:6]=[O:7])=[CH:2]1.[CH2:8](O)[CH2:9][OH:10].O.C1(C)C=CC(S(O)(=O)=O)=CC=1. The yield is 0.910. The catalyst is C1C=CC=CC=1. The product is [O:7]1[CH2:8][CH2:9][O:10][CH:6]1[C:3]1[CH:4]=[CH:5][S:1][CH:2]=1. (5) The catalyst is C(#N)C. The yield is 0.915. The product is [CH3:1][N:2]1[C:6]2[C:7](=[O:8])[NH:9][C:18](=[O:19])[NH:10][C:5]=2[CH:4]=[N:3]1. The reactants are [CH3:1][N:2]1[C:6]([C:7]([NH2:9])=[O:8])=[C:5]([N+:10]([O-])=O)[CH:4]=[N:3]1.C1N=CN([C:18](N2C=NC=C2)=[O:19])C=1. (6) The reactants are [NH:1]([CH2:8][CH2:9][OH:10])[C:2]1[CH:7]=[CH:6][CH:5]=[CH:4][CH:3]=1.CCO.[OH-].[Na+].Cl[CH2:17][C:18](Cl)=[O:19]. The catalyst is O. The product is [C:2]1([N:1]2[CH2:8][CH2:9][O:10][CH2:17][C:18]2=[O:19])[CH:7]=[CH:6][CH:5]=[CH:4][CH:3]=1. The yield is 0.625. (7) The reactants are [Br:1][C:2]1[CH:9]=[CH:8][C:5]([CH2:6]Br)=[CH:4][CH:3]=1.[CH2:10]([O:12][P:13]([O:17]CC)[O:14][CH2:15][CH3:16])[CH3:11]. The catalyst is CCCCCC.C(OC(=O)C)C. The product is [Br:1][C:2]1[CH:9]=[CH:8][C:5]([CH2:6][P:13](=[O:17])([O:14][CH2:15][CH3:16])[O:12][CH2:10][CH3:11])=[CH:4][CH:3]=1. The yield is 0.810.